This data is from Forward reaction prediction with 1.9M reactions from USPTO patents (1976-2016). The task is: Predict the product of the given reaction. (1) Given the reactants COC1C=C(OC)C=CC=1C[N:6]([C:31]1[CH:36]=[CH:35][N:34]=[CH:33][N:32]=1)[S:7]([C:10]1[CH:15]=[CH:14][C:13]([O:16][C@H:17]2[CH2:21][CH2:20][CH2:19][C@@H:18]2[C:22]2[N:26]([CH2:27][CH3:28])[N:25]=[CH:24][CH:23]=2)=[C:12]([F:29])[C:11]=1[F:30])(=[O:9])=[O:8].C([SiH](CC)CC)C, predict the reaction product. The product is: [CH2:27]([N:26]1[C:22]([C@H:18]2[CH2:19][CH2:20][CH2:21][C@@H:17]2[O:16][C:13]2[CH:14]=[CH:15][C:10]([S:7]([NH:6][C:31]3[CH:36]=[CH:35][N:34]=[CH:33][N:32]=3)(=[O:8])=[O:9])=[C:11]([F:30])[C:12]=2[F:29])=[CH:23][CH:24]=[N:25]1)[CH3:28]. (2) Given the reactants [CH:1]([S:3]([CH3:6])(=[O:5])=[O:4])=[CH2:2].C(N(CC)CC)C.C1(C)C=CC=CC=1P(C1C=CC=CC=1C)C1C=CC=CC=1C.Br[C:37]1[CH:38]=[CH:39][C:40]2[C:41]3[N:50]([CH2:51][CH:52]4[CH2:57][CH2:56][O:55][CH2:54][CH2:53]4)[C:49]([CH2:58][CH3:59])=[N:48][C:42]=3[C:43]([NH2:47])=[N:44][C:45]=2[CH:46]=1, predict the reaction product. The product is: [CH2:58]([C:49]1[N:50]([CH2:51][CH:52]2[CH2:57][CH2:56][O:55][CH2:54][CH2:53]2)[C:41]2[C:40]3[CH:39]=[CH:38][C:37]([CH:2]=[CH:1][S:3]([CH3:6])(=[O:5])=[O:4])=[CH:46][C:45]=3[N:44]=[C:43]([NH2:47])[C:42]=2[N:48]=1)[CH3:59]. (3) Given the reactants C([O:3][C:4]([C:6]1[CH:15]=[C:14]([O:16]C(=O)C)[C:13]2[C:8](=[CH:9][CH:10]=[CH:11][CH:12]=2)[CH:7]=1)=[O:5])C.[OH-].[Na+].Cl, predict the reaction product. The product is: [OH:16][C:14]1[C:13]2[C:8](=[CH:9][CH:10]=[CH:11][CH:12]=2)[CH:7]=[C:6]([C:4]([OH:5])=[O:3])[CH:15]=1. (4) Given the reactants [CH3:1][O:2][C:3]1[C:8]2[NH:9][C:10]3[CH:15]=[CH:14][CH:13]=[CH:12][C:11]=3[C:7]=2[CH:6]=[C:5]([C:16](OC)=O)[CH:4]=1.C[O:21][C:22]1[CH:23]=[C:24]([CH:35]=O)[CH:25]=C2C3C=CC=CC=3NC=12.[CH3:37][O:38][C:39]1[CH:40]=[C:41]([CH2:52]O)[CH:42]=[C:43]2[C:47]3[CH:48]=[CH:49][CH:50]=[CH:51][C:46]=3[NH:45][C:44]=12.C(N)COP(OCC(O)COC=O)(O)=O.[CH3:69][C:70]1[CH:75]=[C:74]2[C:76]3[CH:82]=[CH:81][C:80]([OH:83])=[C:79]([CH2:84]/[CH:85]=[C:86](/[CH2:88][CH2:89][CH:90]=[C:91]([CH3:93])[CH3:92])\[CH3:87])[C:77]=3[NH:78][C:73]2=[CH:72][C:71]=1[O:94]C, predict the reaction product. The product is: [CH3:16][C:5]1[C:4]2[O:21][C:86]([CH2:88][CH2:89][CH:90]=[C:91]([CH3:93])[CH3:92])([CH3:87])[CH:85]=[CH:84][C:3]=2[C:8]2[NH:9][C:10]3[CH:15]=[CH:14][CH:13]=[CH:12][C:11]=3[C:7]=2[CH:6]=1.[CH3:1][C:81]1[CH:82]=[C:76]2[C:77](=[C:79]3[CH:84]=[CH:85][C:86]([CH3:87])([CH3:88])[O:83][C:80]=13)[NH:78][C:73]1[CH:72]=[CH:71][CH:70]=[CH:75][C:74]2=1.[CH3:69][C:70]1[C:71]2[O:94][C:24]([CH3:35])([CH3:25])[CH:23]=[CH:22][C:72]=2[C:73]2[NH:78][C:77]3[CH:79]=[CH:80][C:81]([O:38][CH3:37])=[CH:82][C:76]=3[C:74]=2[CH:75]=1.[CH3:52][C:41]1[C:40]2[O:83][C@@H:80]([CH2:81][CH2:82][CH:76]=[C:74]([CH3:75])[CH3:73])[CH:79]=[CH:77][C:39]=2[C:44]2[NH:45][C:46]3[CH:51]=[C:50]([OH:2])[CH:49]=[CH:48][C:47]=3[C:43]=2[CH:42]=1. (5) The product is: [ClH:18].[Br:1][C:2]1[CH:3]=[CH:4][C:5]([CH:8]2[C:17]3[C:12](=[C:13]([Cl:19])[CH:14]=[C:15]([Cl:18])[CH:16]=3)[CH2:11][N:10]([CH3:20])[CH2:9]2)=[CH:6][CH:7]=1. Given the reactants [Br:1][C:2]1[CH:7]=[CH:6][C:5]([CH:8]2[C:17]3[C:12](=[C:13]([Cl:19])[CH:14]=[C:15]([Cl:18])[CH:16]=3)[CH2:11][N:10]([CH3:20])[CH2:9]2)=[CH:4][CH:3]=1, predict the reaction product.